Dataset: Forward reaction prediction with 1.9M reactions from USPTO patents (1976-2016). Task: Predict the product of the given reaction. (1) Given the reactants [OH-].[K+].[NH2:3][C:4]1[CH:9]=[CH:8][CH:7]=[CH:6][C:5]=1[SH:10].[K].I[CH2:13][CH2:14]I, predict the reaction product. The product is: [CH2:5]([S:10][C:14]1[CH:13]=[CH:7][CH:8]=[CH:9][C:4]=1[NH2:3])[CH2:6][S:10][C:5]1[CH:6]=[CH:7][CH:8]=[CH:9][C:4]=1[NH2:3]. (2) Given the reactants [CH3:1][O:2][C:3]([C:5]1[CH:24]=[CH:23][C:8]([CH2:9][N:10]2[CH2:15][CH2:14][N:13](C(OC(C)(C)C)=O)[CH2:12][CH2:11]2)=[CH:7][CH:6]=1)=[O:4], predict the reaction product. The product is: [N:10]1([CH2:9][C:8]2[CH:23]=[CH:24][C:5]([C:3]([O:2][CH3:1])=[O:4])=[CH:6][CH:7]=2)[CH2:15][CH2:14][NH:13][CH2:12][CH2:11]1. (3) Given the reactants [Br:1][C:2]1[CH:3]=[C:4]([CH:8]([C:13]2[CH:18]=[CH:17][CH:16]=[C:15]([Cl:19])[CH:14]=2)[O:9][CH2:10][C:11]#[N:12])[CH:5]=[CH:6][CH:7]=1.S(C)C.CO, predict the reaction product. The product is: [Br:1][C:2]1[CH:3]=[C:4]([CH:8]([C:13]2[CH:18]=[CH:17][CH:16]=[C:15]([Cl:19])[CH:14]=2)[O:9][CH2:10][CH2:11][NH2:12])[CH:5]=[CH:6][CH:7]=1. (4) The product is: [Cl:1][C:2]1[CH:7]=[CH:6][CH:5]=[C:4]([Cl:8])[C:3]=1[C:9]1[NH:14][C:13](=[O:15])[C:12]([C:32]([NH:33][CH2:40][C:41]([OH:43])=[O:42])=[O:51])=[C:11]([OH:16])[N:10]=1. Given the reactants [Cl:1][C:2]1[CH:7]=[CH:6][CH:5]=[C:4]([Cl:8])[C:3]=1[C:9]1[NH:10][C:11]([OH:16])=[CH:12][C:13](=[O:15])[N:14]=1.C[Al](C)C.CCCCCC.[Cl-].[NH4+].ClC1C=CC=C(Cl)C=1[C:32]#[N:33].C(OCC)(=O)[CH2:40][C:41]([O:43]CC)=[O:42].C[O-:51].[Na+].CO, predict the reaction product.